From a dataset of Catalyst prediction with 721,799 reactions and 888 catalyst types from USPTO. Predict which catalyst facilitates the given reaction. Reactant: [C:1]([CH2:3][C:4]([NH:6][CH2:7][CH2:8][CH:9]([NH:13][C:14](=[O:18])[CH2:15][C:16]#[N:17])[CH2:10][CH2:11][CH3:12])=[O:5])#[N:2].[OH:19][C:20]1[CH:21]=[C:22]([CH:25]=[C:26]([O:29][CH3:30])[C:27]=1[OH:28])[CH:23]=O. Product: [C:1]([C:3](=[CH:23][C:22]1[CH:25]=[C:26]([O:29][CH3:30])[C:27]([OH:28])=[C:20]([OH:19])[CH:21]=1)[C:4]([NH:6][CH2:7][CH2:8][CH:9]([NH:13][C:14](=[O:18])[C:15]([C:16]#[N:17])=[CH:23][C:22]1[CH:25]=[C:26]([O:29][CH3:30])[C:27]([OH:28])=[C:20]([OH:19])[CH:21]=1)[CH2:10][CH2:11][CH3:12])=[O:5])#[N:2]. The catalyst class is: 495.